Dataset: Peptide-MHC class I binding affinity with 185,985 pairs from IEDB/IMGT. Task: Regression. Given a peptide amino acid sequence and an MHC pseudo amino acid sequence, predict their binding affinity value. This is MHC class I binding data. (1) The peptide sequence is GFAIPIILK. The MHC is HLA-A02:03 with pseudo-sequence HLA-A02:03. The binding affinity (normalized) is 0.0847. (2) The peptide sequence is ETFNTPAMY. The binding affinity (normalized) is 0.787. The MHC is HLA-A29:02 with pseudo-sequence HLA-A29:02. (3) The MHC is HLA-A03:01 with pseudo-sequence HLA-A03:01. The binding affinity (normalized) is 0.0847. The peptide sequence is CYDLMSFLE. (4) The peptide sequence is DHQLDPAFR. The binding affinity (normalized) is 0. The MHC is HLA-A03:01 with pseudo-sequence HLA-A03:01. (5) The MHC is Mamu-A70103 with pseudo-sequence Mamu-A70103. The peptide sequence is KARLMAEAL. The binding affinity (normalized) is 0.204. (6) The peptide sequence is RIARFHRPY. The MHC is HLA-B51:01 with pseudo-sequence HLA-B51:01. The binding affinity (normalized) is 0.0847.